Dataset: Full USPTO retrosynthesis dataset with 1.9M reactions from patents (1976-2016). Task: Predict the reactants needed to synthesize the given product. (1) Given the product [C:21]1([CH2:20][CH2:19][CH2:18][O:1][C:2]2[CH:3]=[CH:4][C:5]([CH2:8][CH2:9][C:10]([O:12][CH2:13][CH3:14])=[O:11])=[CH:6][CH:7]=2)[CH:26]=[CH:25][CH:24]=[CH:23][CH:22]=1, predict the reactants needed to synthesize it. The reactants are: [OH:1][C:2]1[CH:7]=[CH:6][C:5]([CH2:8][CH2:9][C:10]([O:12][CH2:13][CH3:14])=[O:11])=[CH:4][CH:3]=1.[H-].[Na+].Br[CH2:18][CH2:19][CH2:20][C:21]1[CH:26]=[CH:25][CH:24]=[CH:23][CH:22]=1.O. (2) Given the product [F:33][C:30]1[CH:31]=[CH:32][C:27]([C:4]([C:6]2[N:7]=[CH:8][N:9]([C:11]3[CH:12]=[C:13]([C:17]4[C:18]([C:23]#[N:24])=[CH:19][CH:20]=[CH:21][CH:22]=4)[CH:14]=[CH:15][CH:16]=3)[CH:10]=2)=[O:5])=[CH:28][CH:29]=1, predict the reactants needed to synthesize it. The reactants are: CON(C)[C:4]([C:6]1[N:7]=[CH:8][N:9]([C:11]2[CH:12]=[C:13]([C:17]3[CH:22]=[CH:21][CH:20]=[CH:19][C:18]=3[C:23]#[N:24])[CH:14]=[CH:15][CH:16]=2)[CH:10]=1)=[O:5].Br[C:27]1[CH:32]=[CH:31][C:30]([F:33])=[CH:29][CH:28]=1. (3) Given the product [N:21]1[CH:22]=[CH:23][N:24]2[CH:29]=[CH:28][C:27]([CH2:30][NH:31][C:2]3[C:3]4[CH2:11][N:10]([C:12]5[CH:19]=[CH:18][C:17]([CH3:20])=[CH:16][C:13]=5[C:14]#[N:15])[CH2:9][CH2:8][C:4]=4[N:5]=[CH:6][N:7]=3)=[CH:26][C:25]=12, predict the reactants needed to synthesize it. The reactants are: Cl[C:2]1[C:3]2[CH2:11][N:10]([C:12]3[CH:19]=[CH:18][C:17]([CH3:20])=[CH:16][C:13]=3[C:14]#[N:15])[CH2:9][CH2:8][C:4]=2[N:5]=[CH:6][N:7]=1.[N:21]1[CH:22]=[CH:23][N:24]2[CH:29]=[CH:28][C:27]([CH2:30][NH2:31])=[CH:26][C:25]=12.C(N(CC)C(C)C)(C)C. (4) Given the product [CH:26]1([C:25]2[C:21]([CH:12]([CH2:11][CH2:10][CH2:9][OH:8])[CH2:13][C:14]([O:16][C:17]([CH3:19])([CH3:18])[CH3:20])=[O:15])=[N:22][O:23][C:24]=2[CH:29]2[CH2:30][CH:31]([CH2:33][C:34]([CH3:37])([CH3:36])[CH3:35])[CH2:32]2)[CH2:27][CH2:28]1, predict the reactants needed to synthesize it. The reactants are: C([O:8][CH2:9][CH2:10][CH2:11][CH:12]([C:21]1[C:25]([CH:26]2[CH2:28][CH2:27]2)=[C:24]([CH:29]2[CH2:32][CH:31]([CH2:33][C:34]([CH3:37])([CH3:36])[CH3:35])[CH2:30]2)[O:23][N:22]=1)[CH2:13][C:14]([O:16][C:17]([CH3:20])([CH3:19])[CH3:18])=[O:15])C1C=CC=CC=1.CO. (5) Given the product [CH:27]1([NH:26][C:24]([C:23]2[CH:30]=[C:31]([F:34])[C:32]([CH3:33])=[C:21]([N:17]3[CH:18]=[CH:19][N:20]=[C:15]([NH:14][C:11]([C:6]4[CH:7]=[CH:8][CH:9]=[CH:10][C:5]=4[O:4][CH2:3][CH2:2][NH:1][CH2:42][CH2:37][C:38]([OH:40])=[O:39])([CH3:12])[CH3:13])[C:16]3=[O:35])[CH:22]=2)=[O:25])[CH2:28][CH2:29]1, predict the reactants needed to synthesize it. The reactants are: [NH2:1][CH2:2][CH2:3][O:4][C:5]1[CH:10]=[CH:9][CH:8]=[CH:7][C:6]=1[C:11]([NH:14][C:15]1[C:16](=[O:35])[N:17]([C:21]2[CH:22]=[C:23]([CH:30]=[C:31]([F:34])[C:32]=2[CH3:33])[C:24]([NH:26][CH:27]2[CH2:29][CH2:28]2)=[O:25])[CH:18]=[CH:19][N:20]=1)([CH3:13])[CH3:12].Br[CH:37]([CH3:42])[C:38]([O:40]C)=[O:39].